Dataset: Forward reaction prediction with 1.9M reactions from USPTO patents (1976-2016). Task: Predict the product of the given reaction. (1) Given the reactants C(=O)([O-])[O-].[K+].[K+].[C:7]([O:11][C:12]([N:14]1[CH2:19][CH2:18][CH2:17][CH2:16][CH2:15]1)=[O:13])([CH3:10])([CH3:9])[CH3:8].CN1CCCC1=O.[CH2:27]([O:34][C:35]1[CH:59]=[CH:58][C:57]([O:60][CH2:61][CH2:62]Br)=[CH:56][C:36]=1[C:37]([NH:39][C:40]1[CH:49]=[C:48]([C:50]2[CH:55]=[CH:54][CH:53]=[CH:52][CH:51]=2)[CH:47]=[CH:46][C:41]=1[C:42]([O:44][CH3:45])=[O:43])=[O:38])[C:28]1[CH:33]=[CH:32][CH:31]=[CH:30][CH:29]=1, predict the reaction product. The product is: [CH2:27]([O:34][C:35]1[CH:59]=[CH:58][C:57]([O:60][CH2:61][CH2:62][CH:17]2[CH2:18][CH2:19][N:14]([C:12]([O:11][C:7]([CH3:10])([CH3:8])[CH3:9])=[O:13])[CH2:15][CH2:16]2)=[CH:56][C:36]=1[C:37](=[O:38])[NH:39][C:40]1[CH:49]=[C:48]([C:50]2[CH:55]=[CH:54][CH:53]=[CH:52][CH:51]=2)[CH:47]=[CH:46][C:41]=1[C:42]([O:44][CH3:45])=[O:43])[C:28]1[CH:33]=[CH:32][CH:31]=[CH:30][CH:29]=1. (2) Given the reactants [CH3:1][C:2]1([CH2:8][C:9]([O:11]CC)=[O:10])[CH2:7][CH2:6][O:5][CH2:4][CH2:3]1.[OH-].[Na+], predict the reaction product. The product is: [CH3:1][C:2]1([CH2:8][C:9]([OH:11])=[O:10])[CH2:7][CH2:6][O:5][CH2:4][CH2:3]1. (3) Given the reactants [Br:1][C:2]1[CH:3]=[C:4]([NH2:9])[C:5]([Cl:8])=[N:6][CH:7]=1.CN(C=O)C.[H-].[Na+].CC1C=CC(S(O[CH2:28][CH:29]2[CH2:34][CH2:33][O:32][CH2:31][CH2:30]2)(=O)=O)=CC=1, predict the reaction product. The product is: [Br:1][C:2]1[CH:3]=[C:4]([NH:9][CH2:28][CH:29]2[CH2:34][CH2:33][O:32][CH2:31][CH2:30]2)[C:5]([Cl:8])=[N:6][CH:7]=1. (4) Given the reactants [Br:1][C:2]1[CH:7]=[CH:6][CH:5]=[CH:4][CH:3]=1.[C:8]1(=O)O[C:11](=[O:12])[CH2:10][CH2:9]1, predict the reaction product. The product is: [Br:1][C:2]1[CH:7]=[C:6]2[C:5]([CH2:8][CH2:9][CH2:10][C:11]2=[O:12])=[CH:4][CH:3]=1. (5) Given the reactants [CH3:1][N:2]([CH2:10][CH2:11][N:12]([CH3:39])[CH2:13][C:14]1[C:22]2[C:17](=[CH:18][CH:19]=[C:20]([O:23][CH:24]3[CH2:28][CH2:27][O:26][CH2:25]3)[CH:21]=2)[N:16](S(C2C=CC(C)=CC=2)(=O)=O)[N:15]=1)[C:3](=[O:9])[O:4][C:5]([CH3:8])([CH3:7])[CH3:6].[OH-].[Na+], predict the reaction product. The product is: [C:5]([O:4][C:3](=[O:9])[N:2]([CH3:1])[CH2:10][CH2:11][N:12]([CH3:39])[CH2:13][C:14]1[C:22]2[C:17](=[CH:18][CH:19]=[C:20]([O:23][CH:24]3[CH2:28][CH2:27][O:26][CH2:25]3)[CH:21]=2)[NH:16][N:15]=1)([CH3:8])([CH3:7])[CH3:6].